This data is from Catalyst prediction with 721,799 reactions and 888 catalyst types from USPTO. The task is: Predict which catalyst facilitates the given reaction. (1) Reactant: [NH2:1][NH2:2].[O:3]=[C:4]1[C:8]([CH2:9][C:10]([OH:12])=[O:11])=[CH:7][C:6](=O)[O:5]1. Product: [OH:5][C:6]1[CH:7]=[C:8]([CH2:9][C:10]([OH:12])=[O:11])[C:4](=[O:3])[NH:1][N:2]=1. The catalyst class is: 15. (2) Product: [NH2:4][C:5]1[C:12]([F:13])=[CH:11][C:8]([C:9]#[N:10])=[C:7]([F:14])[C:6]=1[Br:1]. Reactant: [Br:1]Br.O.[NH2:4][C:5]1[C:12]([F:13])=[CH:11][C:8]([C:9]#[N:10])=[C:7]([F:14])[CH:6]=1. The catalyst class is: 15.